From a dataset of TCR-epitope binding with 47,182 pairs between 192 epitopes and 23,139 TCRs. Binary Classification. Given a T-cell receptor sequence (or CDR3 region) and an epitope sequence, predict whether binding occurs between them. (1) The epitope is GPGHKARVL. The TCR CDR3 sequence is CASSLVNTEAFF. Result: 0 (the TCR does not bind to the epitope). (2) The epitope is LPAADLDDF. The TCR CDR3 sequence is CASSPGTVNTEAFF. Result: 1 (the TCR binds to the epitope). (3) The epitope is HTDFSSEIIGY. The TCR CDR3 sequence is CASSSQGHGRAQHF. Result: 0 (the TCR does not bind to the epitope). (4) The epitope is TSNQVAVLY. The TCR CDR3 sequence is CSVGPGTEQYF. Result: 0 (the TCR does not bind to the epitope). (5) The epitope is YVLDHLIVV. The TCR CDR3 sequence is CASSIGLAEAYEQYF. Result: 0 (the TCR does not bind to the epitope). (6) The epitope is CINGVCWTV. The TCR CDR3 sequence is CASSQGGGNYEQYF. Result: 0 (the TCR does not bind to the epitope). (7) The epitope is KPLEFGATSAAL. The TCR CDR3 sequence is CASSSLGNTEAFF. Result: 1 (the TCR binds to the epitope). (8) The epitope is SEISMDNSPNL. The TCR CDR3 sequence is CASSLASGLVGSSPLHF. Result: 0 (the TCR does not bind to the epitope). (9) The epitope is KMKDLSPRW. The TCR CDR3 sequence is CASADRDSYEQYF. Result: 1 (the TCR binds to the epitope). (10) The TCR CDR3 sequence is CASSQVPGYGNTIYF. The epitope is KPLEFGATSAAL. Result: 1 (the TCR binds to the epitope).